Dataset: Peptide-MHC class I binding affinity with 185,985 pairs from IEDB/IMGT. Task: Regression. Given a peptide amino acid sequence and an MHC pseudo amino acid sequence, predict their binding affinity value. This is MHC class I binding data. (1) The peptide sequence is PYDCKELRL. The MHC is HLA-B08:01 with pseudo-sequence HLA-B08:01. The binding affinity (normalized) is 0.0847. (2) The peptide sequence is RYMNSQGLL. The MHC is HLA-A30:02 with pseudo-sequence HLA-A30:02. The binding affinity (normalized) is 0. (3) The peptide sequence is RRAQMAPKR. The MHC is Mamu-B08 with pseudo-sequence Mamu-B08. The binding affinity (normalized) is 0.413.